Dataset: Full USPTO retrosynthesis dataset with 1.9M reactions from patents (1976-2016). Task: Predict the reactants needed to synthesize the given product. (1) Given the product [O:11]([C:18]1[CH:23]=[CH:22][C:21]([C:2]2[N:7]=[C:6]3[N:8]([CH:28]4[CH2:29][N:30]([C:32](=[O:34])[CH:39]=[CH2:40])[CH2:31]4)[N:9]=[CH:10][C:5]3=[N:4][CH:3]=2)=[CH:20][CH:19]=1)[C:12]1[CH:17]=[CH:16][CH:15]=[CH:14][CH:13]=1, predict the reactants needed to synthesize it. The reactants are: Cl[C:2]1[N:7]=[C:6]2[NH:8][N:9]=[CH:10][C:5]2=[N:4][CH:3]=1.[O:11]([C:18]1[CH:23]=[CH:22][C:21](B(O)O)=[CH:20][CH:19]=1)[C:12]1[CH:17]=[CH:16][CH:15]=[CH:14][CH:13]=1.O[CH:28]1[CH2:31][N:30]([C:32]([O:34]C(C)(C)C)=O)[CH2:29]1.[C:39](Cl)(=O)[CH:40]=C. (2) Given the product [CH3:33][O:32][C:30](=[O:31])[CH:29]=[CH:28][CH2:27][N:10]([CH2:9][CH2:8][NH:7][C:6]([O:5][C:1]([CH3:4])([CH3:2])[CH3:3])=[O:19])[CH2:11][C:12]1[CH:17]=[CH:16][C:15]([F:18])=[CH:14][CH:13]=1, predict the reactants needed to synthesize it. The reactants are: [C:1]([O:5][C:6](=[O:19])[NH:7][CH2:8][CH2:9][NH:10][CH2:11][C:12]1[CH:17]=[CH:16][C:15]([F:18])=[CH:14][CH:13]=1)([CH3:4])([CH3:3])[CH3:2].C(=O)([O-])[O-].[K+].[K+].Br[CH2:27]/[CH:28]=[CH:29]/[C:30]([O:32][CH3:33])=[O:31]. (3) Given the product [C:16]([C:5]1[CH:6]=[CH:7][C:2]([CH3:1])=[C:3]([CH2:9][NH:10][C:11](=[O:14])[O:12][CH3:13])[CH:4]=1)#[N:17], predict the reactants needed to synthesize it. The reactants are: [CH3:1][C:2]1[CH:7]=[CH:6][C:5](I)=[CH:4][C:3]=1[CH2:9][NH:10][C:11](=[O:14])[O:12][CH3:13].[Cu][C:16]#[N:17].